Dataset: Peptide-MHC class I binding affinity with 185,985 pairs from IEDB/IMGT. Task: Regression. Given a peptide amino acid sequence and an MHC pseudo amino acid sequence, predict their binding affinity value. This is MHC class I binding data. (1) The peptide sequence is WLPWIPQLI. The MHC is HLA-B08:01 with pseudo-sequence HLA-B08:01. The binding affinity (normalized) is 0.0847. (2) The peptide sequence is LLMFSTSAY. The MHC is HLA-B15:01 with pseudo-sequence HLA-B15:01. The binding affinity (normalized) is 0.812. (3) The MHC is H-2-Kd with pseudo-sequence H-2-Kd. The binding affinity (normalized) is 0. The peptide sequence is EYFPMQVVTR. (4) The peptide sequence is HFQKDAKVL. The MHC is HLA-B08:01 with pseudo-sequence HLA-B08:01. The binding affinity (normalized) is 0.285. (5) The peptide sequence is RPNMSRHLF. The MHC is HLA-A02:02 with pseudo-sequence HLA-A02:02. The binding affinity (normalized) is 0. (6) The peptide sequence is DVHPGEPVVK. The MHC is HLA-A11:01 with pseudo-sequence HLA-A11:01. The binding affinity (normalized) is 0.0691.